Dataset: Reaction yield outcomes from USPTO patents with 853,638 reactions. Task: Predict the reaction yield, written as a fraction of the theoretical maximum amount of product (1.0 means a 100% yield; for example, 0.34 means a 34% yield). (1) The reactants are FC(F)(F)S(O[C:7]1[C:12]([C:13](=[O:15])[CH3:14])=[CH:11][C:10]([Cl:16])=[C:9]([CH3:17])[C:8]=1[C:18]#[N:19])(=O)=O.[F:22][C:23]1[CH:24]=[C:25](B(O)O)[CH:26]=[C:27]([F:29])[CH:28]=1.C(=O)([O-])O.[Na+].N#N. The catalyst is C1(C)C=CC=CC=1.O.C1C=CC([P]([Pd]([P](C2C=CC=CC=2)(C2C=CC=CC=2)C2C=CC=CC=2)([P](C2C=CC=CC=2)(C2C=CC=CC=2)C2C=CC=CC=2)[P](C2C=CC=CC=2)(C2C=CC=CC=2)C2C=CC=CC=2)(C2C=CC=CC=2)C2C=CC=CC=2)=CC=1. The product is [C:13]([C:12]1[CH:11]=[C:10]([Cl:16])[C:9]([CH3:17])=[C:8]([C:18]#[N:19])[C:7]=1[C:25]1[CH:24]=[C:23]([F:22])[CH:28]=[C:27]([F:29])[CH:26]=1)(=[O:15])[CH3:14]. The yield is 0.990. (2) The reactants are [Li]CCCC.Br[C:7]1[C:15]([C:16]2[CH:21]=[CH:20][C:19]([F:22])=[CH:18][CH:17]=2)=[CH:14][C:10]2[O:11][CH2:12][O:13][C:9]=2[CH:8]=1.C[O:24][B:25](OC)[O:26]C.[OH-].[Na+]. The catalyst is C1COCC1. The product is [F:22][C:19]1[CH:20]=[CH:21][C:16]([C:15]2[C:7]([B:25]([OH:26])[OH:24])=[CH:8][C:9]3[O:13][CH2:12][O:11][C:10]=3[CH:14]=2)=[CH:17][CH:18]=1. The yield is 0.500. (3) The reactants are [F:1][C:2]1[CH:10]=[CH:9][C:5]([C:6](Cl)=[O:7])=[CH:4][CH:3]=1.Cl.[F:12][C:13]1[CH:18]=[CH:17][C:16]([N:19]([CH3:28])[C:20]([C@H:22]2[CH2:27][CH2:26][CH2:25][NH:24][CH2:23]2)=[O:21])=[CH:15][CH:14]=1.C(N(CC)CC)C. The catalyst is ClCCl. The product is [F:12][C:13]1[CH:14]=[CH:15][C:16]([N:19]([CH3:28])[C:20]([C@H:22]2[CH2:27][CH2:26][CH2:25][N:24]([C:6](=[O:7])[C:5]3[CH:9]=[CH:10][C:2]([F:1])=[CH:3][CH:4]=3)[CH2:23]2)=[O:21])=[CH:17][CH:18]=1. The yield is 0.840.